Predict which catalyst facilitates the given reaction. From a dataset of Catalyst prediction with 721,799 reactions and 888 catalyst types from USPTO. (1) Reactant: Cl.[CH3:2][CH:3]([CH3:11])[CH2:4][CH:5]1[CH2:10][NH:9][CH2:8][CH2:7][NH:6]1.[Cl:12][C:13]1[CH:14]=[CH:15][C:16]2[CH:20]=[C:19]([S:21](Cl)(=[O:23])=[O:22])[S:18][C:17]=2[CH:25]=1.C(N(CC)CC)C. Product: [Cl:12][C:13]1[CH:14]=[CH:15][C:16]2[CH:20]=[C:19]([S:21]([N:9]3[CH2:8][CH2:7][NH:6][CH:5]([CH2:4][CH:3]([CH3:11])[CH3:2])[CH2:10]3)(=[O:23])=[O:22])[S:18][C:17]=2[CH:25]=1. The catalyst class is: 232. (2) Reactant: [CH3:1][O:2][C:3]1[CH:4]=[C:5]([NH2:14])[C:6](=[CH:10][C:11]=1[O:12][CH3:13])[C:7](O)=[O:8].Cl.[CH:16](N)=[NH:17]. Product: [CH3:13][O:12][C:11]1[CH:10]=[C:6]2[C:5](=[CH:4][C:3]=1[O:2][CH3:1])[N:14]=[CH:16][NH:17][C:7]2=[O:8]. The catalyst class is: 74. (3) Reactant: C([O:3][C:4]([C:6]1[N:7]([CH3:18])[N:8]=[N:9][C:10]=1[C:11]1[CH:16]=[CH:15][C:14]([Br:17])=[CH:13][CH:12]=1)=[O:5])C.[OH-].[Li+]. The catalyst class is: 1. Product: [Br:17][C:14]1[CH:15]=[CH:16][C:11]([C:10]2[N:9]=[N:8][N:7]([CH3:18])[C:6]=2[C:4]([OH:5])=[O:3])=[CH:12][CH:13]=1. (4) Reactant: [C:1]1([CH3:11])[CH:6]=[CH:5][C:4]([S:7](Cl)(=[O:9])=[O:8])=[CH:3][CH:2]=1.Cl.Cl.[CH2:14]([NH:16][CH:17]([CH3:21])[CH2:18][CH2:19][NH2:20])[CH3:15]. Product: [C:1]1([CH3:11])[CH:6]=[CH:5][C:4]([S:7]([N:16]([CH2:14][CH3:15])[CH:17]([CH3:21])[CH2:18][CH2:19][NH:20][S:7]([C:4]2[CH:5]=[CH:6][C:1]([CH3:11])=[CH:2][CH:3]=2)(=[O:9])=[O:8])(=[O:9])=[O:8])=[CH:3][CH:2]=1. The catalyst class is: 797. (5) Reactant: [H-].[Na+].O1CCOCC1.[NH2:9][CH2:10][C@H:11]([OH:13])[CH3:12].F[C:15]1[N:20]=[CH:19][C:18]([C:21]2[C:22]([CH3:40])=[N:23][CH:24]=[C:25]([NH:27][C:28](=[O:39])[C:29]3[CH:34]=[CH:33][CH:32]=[C:31]([C:35]([F:38])([F:37])[F:36])[CH:30]=3)[CH:26]=2)=[CH:17][C:16]=1[N:41]1[CH2:46][CH2:45][O:44][CH2:43][CH2:42]1. Product: [NH2:9][CH2:10][C@H:11]([O:13][C:15]1[N:20]=[CH:19][C:18]([C:21]2[C:22]([CH3:40])=[N:23][CH:24]=[C:25]([NH:27][C:28](=[O:39])[C:29]3[CH:34]=[CH:33][CH:32]=[C:31]([C:35]([F:36])([F:38])[F:37])[CH:30]=3)[CH:26]=2)=[CH:17][C:16]=1[N:41]1[CH2:46][CH2:45][O:44][CH2:43][CH2:42]1)[CH3:12]. The catalyst class is: 6. (6) Reactant: [F:1][C:2]([F:26])([F:25])[O:3][C:4]1[CH:9]=[CH:8][C:7]([CH:10]2[CH2:15][NH:14][CH2:13][CH:12]([NH:16][C:17](=[O:24])[C:18]3[CH:23]=[CH:22][CH:21]=[CH:20][CH:19]=3)[CH2:11]2)=[CH:6][CH:5]=1.[N:27]1([C:33](Cl)=[O:34])[CH2:32][CH2:31][O:30][CH2:29][CH2:28]1.C(N(CC)CC)C.O. Product: [N:27]1([C:33]([N:14]2[CH2:15][CH:10]([C:7]3[CH:6]=[CH:5][C:4]([O:3][C:2]([F:1])([F:25])[F:26])=[CH:9][CH:8]=3)[CH2:11][CH:12]([NH:16][C:17]([C:18]3[CH:19]=[CH:20][CH:21]=[CH:22][CH:23]=3)=[O:24])[CH2:13]2)=[O:34])[CH2:32][CH2:31][O:30][CH2:29][CH2:28]1. The catalyst class is: 4.